This data is from Forward reaction prediction with 1.9M reactions from USPTO patents (1976-2016). The task is: Predict the product of the given reaction. (1) Given the reactants Br[C:2]1[CH:3]=[C:4]2[N:10]([CH:11]([C:13]3[CH:18]=[CH:17][CH:16]=[CH:15][CH:14]=3)[CH3:12])[C:9](=[O:19])[N:8](C(OC(C)(C)C)=O)[C:5]2=[N:6][CH:7]=1.Br[C:28]1[CH:29]=[C:30]2NC(=O)N(C(OC(C)(C)C)=O)[C:31]2=[N:32][CH:33]=1.[C:45]1(C(O)C)[CH:50]=CC=[CH:47][CH:46]=1.C1(P(C2C=CC=CC=2)C2C=CC=CC=2)C=CC=CC=1.N(C(OC(C)C)=O)=NC(OC(C)C)=O, predict the reaction product. The product is: [C:13]1([CH:11]([N:10]2[C:4]3[C:5](=[N:6][CH:7]=[C:2]([C:47]4[CH:46]=[CH:45][CH:50]=[C:31]5[C:30]=4[CH:29]=[CH:28][CH:33]=[N:32]5)[CH:3]=3)[NH:8][C:9]2=[O:19])[CH3:12])[CH:14]=[CH:15][CH:16]=[CH:17][CH:18]=1. (2) Given the reactants [CH:1]1([NH:7][C:8]2[N:9]([C:17]3[CH:22]=[CH:21][CH:20]=[CH:19][CH:18]=3)[N:10]=[C:11]3[C:16]=2[CH:15]=[CH:14][CH:13]=[CH:12]3)[CH2:6][CH2:5][CH2:4][CH2:3][CH2:2]1.[CH3:23][O:24][C:25](=[O:36])[C:26]1[CH:31]=[CH:30][C:29]([N:32]=[C:33]=[O:34])=[C:28]([Cl:35])[CH:27]=1, predict the reaction product. The product is: [CH3:23][O:24][C:25](=[O:36])[C:26]1[CH:31]=[CH:30][C:29]([NH:32][C:33]([N:7]([CH:1]2[CH2:6][CH2:5][CH2:4][CH2:3][CH2:2]2)[C:8]2[N:9]([C:17]3[CH:18]=[CH:19][CH:20]=[CH:21][CH:22]=3)[N:10]=[C:11]3[C:16]=2[CH:15]=[CH:14][CH:13]=[CH:12]3)=[O:34])=[C:28]([Cl:35])[CH:27]=1. (3) The product is: [C:1]([O:5][C:6](=[O:26])[CH2:7][O:8][C@H:9]1[CH2:25][O:24][C:12]2=[CH:13][CH:14]=[C:15]3[C:19]([N:18]([CH2:20][C@@H:21]([N:43]=[N+:44]=[N-:45])[CH3:22])[N:17]=[CH:16]3)=[C:11]2[CH2:10]1)([CH3:2])([CH3:4])[CH3:3]. Given the reactants [C:1]([O:5][C:6](=[O:26])[CH2:7][O:8][C@H:9]1[CH2:25][O:24][C:12]2=[CH:13][CH:14]=[C:15]3[C:19]([N:18]([CH2:20][C@H:21](O)[CH3:22])[N:17]=[CH:16]3)=[C:11]2[CH2:10]1)([CH3:4])([CH3:3])[CH3:2].C(N(CC)CC)C.CS(OS(C)(=O)=O)(=O)=O.[N-:43]=[N+:44]=[N-:45].[Na+], predict the reaction product. (4) Given the reactants [F:1][C:2]1[C:7]([F:8])=[CH:6][CH:5]=[CH:4][C:3]=1[C:9]1[CH:14]=[CH:13][N:12]=[C:11]2[NH:15][C:16]([C:18]3[CH2:23][CH2:22][N:21](C(OC(C)(C)C)=O)[CH2:20][CH:19]=3)=[CH:17][C:10]=12.FC(F)(F)C(O)=O, predict the reaction product. The product is: [F:1][C:2]1[C:7]([F:8])=[CH:6][CH:5]=[CH:4][C:3]=1[C:9]1[CH:14]=[CH:13][N:12]=[C:11]2[NH:15][C:16]([C:18]3[CH2:23][CH2:22][NH:21][CH2:20][CH:19]=3)=[CH:17][C:10]=12. (5) Given the reactants [CH3:1][N:2]1[CH2:15][CH2:14][C:5]2[NH:6][C:7]3[CH:8]=[CH:9][C:10]([CH3:13])=[CH:11][C:12]=3[C:4]=2[CH2:3]1.[CH:16]([NH:19][C:20]1[CH:25]=[CH:24][C:23]([CH:26]=[CH2:27])=[CH:22][N:21]=1)([CH3:18])[CH3:17].[OH-].[K+], predict the reaction product. The product is: [CH3:1][N:2]1[CH2:15][CH2:14][C:5]2[N:6]([CH2:27][CH2:26][C:23]3[CH:24]=[CH:25][C:20]([NH:19][CH:16]([CH3:17])[CH3:18])=[N:21][CH:22]=3)[C:7]3[CH:8]=[CH:9][C:10]([CH3:13])=[CH:11][C:12]=3[C:4]=2[CH2:3]1. (6) Given the reactants [Si:1](Cl)([C:4]([CH3:7])([CH3:6])[CH3:5])([CH3:3])[CH3:2].N1C=CN=C1.[F:14][C:15]1[C:20]([CH:21]([CH3:23])[CH3:22])=[CH:19][C:18]([C:24]2[CH:29]=[CH:28][C:27]([C:30]([F:33])([F:32])[F:31])=[CH:26][C:25]=2[CH2:34][OH:35])=[C:17]([O:36][CH3:37])[CH:16]=1.O, predict the reaction product. The product is: [C:4]([Si:1]([O:35][CH2:34][C:25]1[CH:26]=[C:27]([C:30]([F:32])([F:33])[F:31])[CH:28]=[CH:29][C:24]=1[C:18]1[CH:19]=[C:20]([CH:21]([CH3:23])[CH3:22])[C:15]([F:14])=[CH:16][C:17]=1[O:36][CH3:37])([CH3:3])[CH3:2])([CH3:7])([CH3:6])[CH3:5].